This data is from Reaction yield outcomes from USPTO patents with 853,638 reactions. The task is: Predict the reaction yield, written as a fraction of the theoretical maximum amount of product (1.0 means a 100% yield; for example, 0.34 means a 34% yield). (1) The reactants are [NH2:1][C:2]1[CH:7]=[C:6]([F:8])[CH:5]=[CH:4][C:3]=1[SH:9].Br[CH2:11][C:12]1[CH:17]=[CH:16][CH:15]=[C:14]([N+:18]([O-:20])=[O:19])[CH:13]=1.C([O-])([O-])=O.[K+].[K+]. The catalyst is CN(C=O)C. The product is [F:8][C:6]1[CH:5]=[CH:4][C:3]([S:9][CH2:11][C:12]2[CH:17]=[CH:16][CH:15]=[C:14]([N+:18]([O-:20])=[O:19])[CH:13]=2)=[C:2]([CH:7]=1)[NH2:1]. The yield is 0.970. (2) The yield is 0.796. No catalyst specified. The product is [Cl:1][CH2:2][C:3]1[N:12]=[C:11]([N:23]([C:18]2[CH:17]=[CH:22][C:21]([O:30][CH3:31])=[CH:20][CH:19]=2)[CH3:26])[C:10]2[C:5](=[CH:6][CH:7]=[CH:8][CH:9]=2)[N:4]=1. The reactants are [Cl:1][CH2:2][C:3]1[NH:12][C:11](=O)[C:10]2[C:5](=[CH:6][CH:7]=[CH:8][CH:9]=2)[N:4]=1.COC(=O)[C:17]1[CH:22]=[CH:21][CH:20]=[CH:19][C:18]=1[NH2:23].Cl[CH2:26]C#N.Cl.[O:30]1CCOC[CH2:31]1.